This data is from Full USPTO retrosynthesis dataset with 1.9M reactions from patents (1976-2016). The task is: Predict the reactants needed to synthesize the given product. Given the product [C:12]([O:15][C:16](=[O:17])[NH:1][CH2:2][CH2:3][S:4][S:5][CH2:6][CH2:7][NH:8][C:16]([O:15][C:12]([CH3:14])([CH3:13])[CH3:11])=[O:9])([CH3:14])([CH3:13])[CH3:11], predict the reactants needed to synthesize it. The reactants are: [NH2:1][CH2:2][CH2:3][S:4][S:5][CH2:6][CH2:7][NH2:8].[OH-:9].[Na+].[CH3:11][C:12]([O:15][C:16](O[C:16]([O:15][C:12]([CH3:14])([CH3:13])[CH3:11])=[O:17])=[O:17])([CH3:14])[CH3:13].